From a dataset of Reaction yield outcomes from USPTO patents with 853,638 reactions. Predict the reaction yield, written as a fraction of the theoretical maximum amount of product (1.0 means a 100% yield; for example, 0.34 means a 34% yield). (1) The reactants are [CH3:1][C:2]1[CH:7]=[C:6]([CH2:8][N:9]2[CH2:13][CH2:12][CH2:11][CH2:10]2)[CH:5]=[C:4]([CH3:14])[C:3]=1[OH:15].CC(C)([O-])C.[K+].CS(O[C@H:27]1[CH2:30][C@@H:29]([CH2:31][N:32]2[CH2:37][CH2:36][O:35][CH2:34][CH2:33]2)[CH2:28]1)(=O)=O.C(Cl)(Cl)[Cl:39]. The catalyst is CS(C)=O.[Br-].C([N+](CCCC)(CCCC)CCCC)CCC. The product is [ClH:39].[ClH:39].[CH3:1][C:2]1[CH:7]=[C:6]([CH2:8][N:9]2[CH2:13][CH2:12][CH2:11][CH2:10]2)[CH:5]=[C:4]([CH3:14])[C:3]=1[O:15][C@H:27]1[CH2:28][C@H:29]([CH2:31][N:32]2[CH2:33][CH2:34][O:35][CH2:36][CH2:37]2)[CH2:30]1. The yield is 0.230. (2) The reactants are Cl.[Cl:2][C:3]1[CH:8]=[CH:7][C:6]([CH2:9][CH2:10][CH2:11][NH2:12])=[CH:5][CH:4]=1.CCN(CC)CC.[CH:20]1([C:27]2[CH:36]=[CH:35][C:30]3[NH:31][C:32](=[O:34])[O:33][C:29]=3[CH:28]=2)[CH2:25][CH2:24][C:23](=O)[CH2:22][CH2:21]1.[BH4-].[Na+]. The catalyst is CC(O)C.C1COCC1. The product is [Cl:2][C:3]1[CH:4]=[CH:5][C:6]([CH2:9][CH2:10][CH2:11][NH:12][C@H:23]2[CH2:24][CH2:25][C@H:20]([C:27]3[CH:36]=[CH:35][C:30]4[NH:31][C:32](=[O:34])[O:33][C:29]=4[CH:28]=3)[CH2:21][CH2:22]2)=[CH:7][CH:8]=1. The yield is 0.240. (3) The reactants are [CH2:1]([O:3][CH2:4][C:5]1[CH:10]=[CH:9][C:8]([C:11]#[CH:12])=[CH:7][CH:6]=1)[CH3:2].I[C:14]1[CH:22]=[CH:21][C:17]([C:18]([OH:20])=[O:19])=[CH:16][CH:15]=1.C1COCC1. The catalyst is CCOC(C)=O.Cl[Pd](Cl)([P](C1C=CC=CC=1)(C1C=CC=CC=1)C1C=CC=CC=1)[P](C1C=CC=CC=1)(C1C=CC=CC=1)C1C=CC=CC=1.[Cu]I. The product is [CH2:1]([O:3][CH2:4][C:5]1[CH:6]=[CH:7][C:8]([C:11]#[C:12][C:14]2[CH:22]=[CH:21][C:17]([C:18]([OH:20])=[O:19])=[CH:16][CH:15]=2)=[CH:9][CH:10]=1)[CH3:2]. The yield is 0.990.